This data is from Forward reaction prediction with 1.9M reactions from USPTO patents (1976-2016). The task is: Predict the product of the given reaction. (1) The product is: [BrH:16].[BrH:16].[Cl:1][C:2]1[CH:3]=[CH:4][C:5]([OH:14])=[C:6]([N:8]2[CH2:9][CH2:10][NH:11][CH2:12][CH2:13]2)[CH:7]=1. Given the reactants [Cl:1][C:2]1[CH:3]=[CH:4][C:5]([O:14]C)=[C:6]([N:8]2[CH2:13][CH2:12][NH:11][CH2:10][CH2:9]2)[CH:7]=1.[BrH:16], predict the reaction product. (2) Given the reactants C(O[C:6]([C:8]1[N:9]=[C:10]([Cl:19])[C:11]2[C:16]([C:17]=1[OH:18])=[CH:15][CH:14]=[CH:13][CH:12]=2)=[O:7])CCC.[NH2:20][CH:21]([CH2:24][OH:25])[CH2:22][OH:23], predict the reaction product. The product is: [OH:23][CH2:22][CH:21]([NH:20][C:6]([C:8]1[N:9]=[C:10]([Cl:19])[C:11]2[C:16]([C:17]=1[OH:18])=[CH:15][CH:14]=[CH:13][CH:12]=2)=[O:7])[CH2:24][OH:25]. (3) Given the reactants C(OC[N:9]1[C:13]2[N:14]=[N:15][CH:16]=[C:17]([C:18]3[CH:19]=[N:20][N:21]([C@@H:23]([CH2:27][CH:28]4[CH2:32][CH2:31][CH2:30][CH2:29]4)[CH2:24][C:25]#[N:26])[CH:22]=3)[C:12]=2[CH:11]=[CH:10]1)(=O)C(C)(C)C.[OH-].[Na+], predict the reaction product. The product is: [N:14]1[C:13]2[NH:9][CH:10]=[CH:11][C:12]=2[C:17]([C:18]2[CH:19]=[N:20][N:21]([C@@H:23]([CH2:27][CH:28]3[CH2:29][CH2:30][CH2:31][CH2:32]3)[CH2:24][C:25]#[N:26])[CH:22]=2)=[CH:16][N:15]=1. (4) Given the reactants [CH2:1]([O:3][C:4](=[O:18])[C:5]1[CH:10]=[C:9]([O:11][C:12]([F:15])([F:14])[F:13])[CH:8]=[C:7](Br)[C:6]=1[NH2:17])[CH3:2].[C:19]([O:23][C:24]([N:26]1[CH2:31][CH2:30][N:29]([CH2:32]C2C=C(N)C(C(OCC)=O)=CC=2C(F)(F)F)[CH2:28][CH2:27]1)=[O:25])([CH3:22])([CH3:21])[CH3:20], predict the reaction product. The product is: [C:19]([O:23][C:24]([N:26]1[CH2:31][CH2:30][N:29]([CH2:32][C:7]2[CH:8]=[C:9]([O:11][C:12]([F:15])([F:14])[F:13])[CH:10]=[C:5]([C:4]([O:3][CH2:1][CH3:2])=[O:18])[C:6]=2[NH2:17])[CH2:28][CH2:27]1)=[O:25])([CH3:22])([CH3:21])[CH3:20]. (5) Given the reactants Br[C:2]1[CH:7]=[CH:6][C:5]([C:8]([C:10]2[CH:11]=[N:12][N:13]([CH3:27])[C:14]=2[O:15]CC2C=CC3C(=CC=CC=3)C=2)=[O:9])=[C:4]([Cl:28])[C:3]=1[N:29]=[C:30]1[CH2:35][CH2:34][CH2:33][CH2:32][S:31]1=[O:36].O1CCOC[CH2:38]1.C(=O)([O-])[O-].[K+].[K+].CB1OB(C)OB(C)O1, predict the reaction product. The product is: [Cl:28][C:4]1[C:3]([N:29]=[C:30]2[CH2:35][CH2:34][CH2:33][CH2:32][S:31]2=[O:36])=[C:2]([CH3:38])[CH:7]=[CH:6][C:5]=1[C:8]([C:10]1[CH:11]=[N:12][N:13]([CH3:27])[C:14]=1[OH:15])=[O:9]. (6) Given the reactants COO[CH:4](OOC)[N:5]([CH3:7])[CH3:6].[I:11][C:12]1[CH:20]=[C:19]2[C:15]([C:16]([CH3:25])([CH3:24])[CH2:17][N:18]2[C:21](=[S:23])[NH2:22])=[CH:14][CH:13]=1, predict the reaction product. The product is: [CH3:6][N:5]([CH:4]=[N:22][C:21]([N:18]1[C:19]2[C:15](=[CH:14][CH:13]=[C:12]([I:11])[CH:20]=2)[C:16]([CH3:25])([CH3:24])[CH2:17]1)=[S:23])[CH3:7]. (7) Given the reactants CC([N:5]([C@H:9]1[C:18]2[C:13](=[CH:14][CH:15]=[C:16]([C:19]#[C:20][Si:21]([CH:28]([CH3:30])[CH3:29])([CH:25]([CH3:27])[CH3:26])[CH:22]([CH3:24])[CH3:23])[CH:17]=2)[N:12]([C:31](=[O:33])[CH3:32])[C@@H:11]([CH3:34])[CH2:10]1)C(=O)[O-])(C)C.[ClH:35], predict the reaction product. The product is: [ClH:35].[C:31]([N:12]1[C:13]2[C:18](=[CH:17][C:16]([C:19]#[C:20][Si:21]([CH:22]([CH3:24])[CH3:23])([CH:28]([CH3:30])[CH3:29])[CH:25]([CH3:27])[CH3:26])=[CH:15][CH:14]=2)[C@H:9]([NH2:5])[CH2:10][C@@H:11]1[CH3:34])(=[O:33])[CH3:32].